Task: Predict the reactants needed to synthesize the given product.. Dataset: Full USPTO retrosynthesis dataset with 1.9M reactions from patents (1976-2016) (1) The reactants are: Br[C:2]1[CH:3]=[C:4]2[C:12](=[CH:13][CH:14]=1)[N:11]([C:15]1[CH:20]=[CH:19][C:18]([C:21]3[CH:26]=[CH:25][C:24]([N:27]4[C:39]5[CH:38]=[C:37]6[C:40]([CH3:48])([CH3:47])[C:41]7[C:46]([C:36]6=[CH:35][C:34]=5[C:33]5[C:28]4=[CH:29][CH:30]=[CH:31][CH:32]=5)=[CH:45][CH:44]=[CH:43][CH:42]=7)=[CH:23][CH:22]=3)=[CH:17][CH:16]=1)[C:10]1[CH:9]=[C:8]3[C:49]([CH3:57])([CH3:56])[C:50]4[C:55]([C:7]3=[CH:6][C:5]2=1)=[CH:54][CH:53]=[CH:52][CH:51]=4.[B:58]1(B2OC(C)(C)C(C)(C)O2)[O:62][C:61]([CH3:64])([CH3:63])[C:60]([CH3:66])([CH3:65])[O:59]1.C([O-])(=O)C.[K+].ClCCl. Given the product [CH3:65][C:60]1([CH3:66])[C:61]([CH3:64])([CH3:63])[O:62][B:58]([C:2]2[CH:3]=[C:4]3[C:12](=[CH:13][CH:14]=2)[N:11]([C:15]2[CH:20]=[CH:19][C:18]([C:21]4[CH:26]=[CH:25][C:24]([N:27]5[C:39]6[CH:38]=[C:37]7[C:40]([CH3:48])([CH3:47])[C:41]8[C:46]([C:36]7=[CH:35][C:34]=6[C:33]6[C:28]5=[CH:29][CH:30]=[CH:31][CH:32]=6)=[CH:45][CH:44]=[CH:43][CH:42]=8)=[CH:23][CH:22]=4)=[CH:17][CH:16]=2)[C:10]2[CH:9]=[C:8]4[C:49]([CH3:57])([CH3:56])[C:50]5[C:55]([C:7]4=[CH:6][C:5]3=2)=[CH:54][CH:53]=[CH:52][CH:51]=5)[O:59]1, predict the reactants needed to synthesize it. (2) Given the product [OH:9][CH:10]([CH:14]([CH3:16])[CH3:15])[C:11]([NH:8][C:5]1[CH:4]=[CH:3][C:2]([CH3:1])=[CH:7][N:6]=1)=[O:12], predict the reactants needed to synthesize it. The reactants are: [CH3:1][C:2]1[CH:3]=[CH:4][C:5]([NH2:8])=[N:6][CH:7]=1.[OH:9][CH:10]([CH:14]([CH3:16])[CH3:15])[C:11](O)=[O:12].CN(C(ON1N=NC2C=CC=NC1=2)=[N+](C)C)C.F[P-](F)(F)(F)(F)F.C(N(C(C)C)C(C)C)C. (3) Given the product [OH:35][C@@H:10]1[CH2:9][N:8]2[C:2](=[O:1])[CH2:3][CH2:4][N:5]([C:24]3[CH:29]=[CH:28][C:27]([C:30]([F:31])([F:32])[F:33])=[CH:26][N:25]=3)[CH2:6][C@@H:7]2[CH2:11]1, predict the reactants needed to synthesize it. The reactants are: [O:1]=[C:2]1[N:8]2[CH2:9][C@H:10](C3C=C([N+]([O-])=O)C=CC=3C([O-])=O)[CH2:11][C@H:7]2[CH2:6][N:5]([C:24]2[CH:29]=[CH:28][C:27]([C:30]([F:33])([F:32])[F:31])=[CH:26][N:25]=2)[CH2:4][CH2:3]1.C(=O)([O-])[O-:35].[K+].[K+].C(OCC)(=O)C.CO. (4) Given the product [Br-:36].[CH2:26]([O:33][C:34]([CH2:35][N+:1]12[CH2:6][CH2:5][CH:4]([CH2:7][CH2:8]1)[C@@H:3]([O:9][C:10](=[O:25])[C:11]([OH:24])([C:12]1[CH:17]=[CH:16][CH:15]=[CH:14][CH:13]=1)[C:18]1[CH:23]=[CH:22][CH:21]=[CH:20][CH:19]=1)[CH2:2]2)=[O:37])[C:27]1[CH:32]=[CH:31][CH:30]=[CH:29][CH:28]=1, predict the reactants needed to synthesize it. The reactants are: [N:1]12[CH2:8][CH2:7][CH:4]([CH2:5][CH2:6]1)[C@@H:3]([O:9][C:10](=[O:25])[C:11]([OH:24])([C:18]1[CH:23]=[CH:22][CH:21]=[CH:20][CH:19]=1)[C:12]1[CH:17]=[CH:16][CH:15]=[CH:14][CH:13]=1)[CH2:2]2.[CH2:26]([O:33][C:34](=[O:37])[CH2:35][Br:36])[C:27]1[CH:32]=[CH:31][CH:30]=[CH:29][CH:28]=1.